From a dataset of Reaction yield outcomes from USPTO patents with 853,638 reactions. Predict the reaction yield, written as a fraction of the theoretical maximum amount of product (1.0 means a 100% yield; for example, 0.34 means a 34% yield). (1) The reactants are [Cl:1][C:2]1[CH:7]=[CH:6][C:5]([C:8]2[N:16]=[C:15]3[C:11]([N:12]([CH3:17])[CH:13]=[N:14]3)=[C:10](OC)[N:9]=2)=[C:4]([F:20])[C:3]=1[O:21][CH3:22].Cl.[OH-].[Na+].CN(C=O)C.S(Cl)([Cl:33])=O. The catalyst is O.C(OCC)(=O)C. The product is [Cl:33][C:10]1[N:9]=[C:8]([C:5]2[CH:6]=[CH:7][C:2]([Cl:1])=[C:3]([O:21][CH3:22])[C:4]=2[F:20])[N:16]=[C:15]2[C:11]=1[N:12]([CH3:17])[CH:13]=[N:14]2. The yield is 0.490. (2) The reactants are [F:1][C:2]1[CH:3]=[C:4](B(O)O)[CH:5]=[C:6]([F:10])[C:7]=1[CH:8]=[O:9].Cl[C:15]1[CH:20]=[C:19]([N:21]2[CH2:26][CH2:25][O:24][CH2:23][CH2:22]2)[N:18]=[C:17]([NH2:27])[N:16]=1. No catalyst specified. The product is [NH2:27][C:17]1[N:16]=[C:15]([C:4]2[CH:3]=[C:2]([F:1])[C:7]([CH:8]=[O:9])=[C:6]([F:10])[CH:5]=2)[CH:20]=[C:19]([N:21]2[CH2:26][CH2:25][O:24][CH2:23][CH2:22]2)[N:18]=1. The yield is 0.510. (3) The reactants are [Cl:1][C:2]1[C:9]([O:10][CH3:11])=[CH:8][CH:7]=[CH:6][C:3]=1[CH:4]=O.[CH3:12][S:13][CH2:14][S:15]([CH3:17])=[O:16]. The catalyst is C1COCC1. The product is [Cl:1][C:2]1[C:3]([CH:4]=[C:14]([S:13][CH3:12])[S:15]([CH3:17])=[O:16])=[CH:6][CH:7]=[CH:8][C:9]=1[O:10][CH3:11]. The yield is 0.480. (4) The reactants are [Cl:1][C:2]1[CH:3]=[C:4]([N:8]2[C:13](=[O:14])[C:12]([O:15]S(C3C=CC(C)=CC=3)(=O)=O)=[C:11]([C:26]3[CH:31]=[CH:30][C:29]([S:32]([CH3:35])(=[O:34])=[O:33])=[CH:28][CH:27]=3)[CH:10]=[N:9]2)[CH:5]=[CH:6][CH:7]=1.[CH2:36](O)[CH:37]([CH3:39])[CH3:38].[H-].[Na+].O. The catalyst is C1COCC1. The product is [Cl:1][C:2]1[CH:3]=[C:4]([N:8]2[C:13](=[O:14])[C:12]([O:15][CH2:36][CH:37]([CH3:39])[CH3:38])=[C:11]([C:26]3[CH:27]=[CH:28][C:29]([S:32]([CH3:35])(=[O:33])=[O:34])=[CH:30][CH:31]=3)[CH:10]=[N:9]2)[CH:5]=[CH:6][CH:7]=1. The yield is 0.760. (5) The reactants are [CH2:1]1[C:9]2[C:4](=[CH:5][CH:6]=[CH:7][CH:8]=2)[CH:3]=[CH:2]1.O1CCCC1.C([Li])CCC.[CH2:20]1[CH2:30][CH2:29][C:23](=[C:24]2[CH:28]=[CH:27][CH:26]=[CH:25]2)[CH2:22][CH2:21]1. The catalyst is O. The product is [CH:24]1([C:23]2([CH:1]3[C:9]4[C:4](=[CH:5][CH:6]=[CH:7][CH:8]=4)[CH:3]=[CH:2]3)[CH2:29][CH2:30][CH2:20][CH2:21][CH2:22]2)[CH:25]=[CH:26][CH:27]=[CH:28]1. The yield is 0.690. (6) The reactants are [N+:1]([C:4]1[CH:5]=[C:6]([S:10]([NH:13][C:14]2[CH:15]=[C:16]([NH:20][C:21](=[O:27])[O:22][C:23]([CH3:26])([CH3:25])[CH3:24])[CH:17]=[CH:18][CH:19]=2)(=[O:12])=[O:11])[CH:7]=[CH:8][CH:9]=1)([O-])=O. The catalyst is O.CO.C(O)(=O)C.[Fe]. The product is [NH2:1][C:4]1[CH:5]=[C:6]([S:10]([NH:13][C:14]2[CH:15]=[C:16]([NH:20][C:21](=[O:27])[O:22][C:23]([CH3:25])([CH3:24])[CH3:26])[CH:17]=[CH:18][CH:19]=2)(=[O:12])=[O:11])[CH:7]=[CH:8][CH:9]=1. The yield is 0.980.